Dataset: Full USPTO retrosynthesis dataset with 1.9M reactions from patents (1976-2016). Task: Predict the reactants needed to synthesize the given product. (1) The reactants are: [O:1]=[C:2]1[C:11]2[C:6](=[CH:7][CH:8]=[CH:9][CH:10]=2)[N:5]=[C:4]([CH2:12][CH2:13][CH2:14][C:15]([OH:17])=O)[NH:3]1.FC(F)(F)C(O)=O.[F:25][C:26]1[CH:27]=[C:28]([C:32]2[O:33][C:34]([CH:37]3[CH2:42][CH2:41][NH:40][CH2:39][CH2:38]3)=[N:35][N:36]=2)[CH:29]=[CH:30][CH:31]=1. Given the product [F:25][C:26]1[CH:27]=[C:28]([C:32]2[O:33][C:34]([CH:37]3[CH2:42][CH2:41][N:40]([C:15](=[O:17])[CH2:14][CH2:13][CH2:12][C:4]4[NH:3][C:2](=[O:1])[C:11]5[C:6](=[CH:7][CH:8]=[CH:9][CH:10]=5)[N:5]=4)[CH2:39][CH2:38]3)=[N:35][N:36]=2)[CH:29]=[CH:30][CH:31]=1, predict the reactants needed to synthesize it. (2) Given the product [Cl:32][C:33]1[CH:34]=[C:35]([CH:36]=[CH:37][CH:38]=1)[CH2:39][O:40][C:2]1[CH:7]=[C:6]([F:8])[CH:5]=[CH:4][C:3]=1[C:9]1[N:14]=[CH:13][N:12]=[C:11]([NH:15][C:16]2[CH:31]=[CH:30][CH:29]=[C:18]([CH2:19][S:20]([CH3:22])(=[NH:23])=[O:21])[CH:17]=2)[N:10]=1, predict the reactants needed to synthesize it. The reactants are: F[C:2]1[CH:7]=[C:6]([F:8])[CH:5]=[CH:4][C:3]=1[C:9]1[N:14]=[CH:13][N:12]=[C:11]([NH:15][C:16]2[CH:17]=[C:18]([CH:29]=[CH:30][CH:31]=2)[CH2:19][S:20](=[N:23]C(=O)OCC)([CH3:22])=[O:21])[N:10]=1.[Cl:32][C:33]1[CH:34]=[C:35]([CH2:39][OH:40])[CH:36]=[CH:37][CH:38]=1. (3) The reactants are: [Cl:1][C:2]1[CH:25]=[CH:24][C:5]([CH2:6][N:7]2[C:15]3[C:10](=[CH:11][C:12](/[CH:16]=[C:17]4/[C:18](=[O:23])[NH:19][C:20](=[O:22])[S:21]/4)=[CH:13][CH:14]=3)[CH:9]=[N:8]2)=[C:4]([C:26]([F:29])([F:28])[F:27])[CH:3]=1.O[CH2:31][C@@H:32]1[CH2:36][CH2:35][CH2:34][N:33]1[CH3:37]. Given the product [Cl:1][C:2]1[CH:25]=[CH:24][C:5]([CH2:6][N:7]2[C:15]3[C:10](=[CH:11][C:12](/[CH:16]=[C:17]4/[C:18](=[O:23])[N:19]([CH2:31][C@@H:32]5[CH2:36][CH2:35][CH2:34][N:33]5[CH3:37])[C:20](=[O:22])[S:21]/4)=[CH:13][CH:14]=3)[CH:9]=[N:8]2)=[C:4]([C:26]([F:27])([F:29])[F:28])[CH:3]=1, predict the reactants needed to synthesize it. (4) The reactants are: C([C:3]1[CH:25]=[CH:24][C:6]([C:7]([NH:9][C:10]2[CH:15]=[CH:14][CH:13]=[CH:12][C:11]=2[NH:16][C:17](=[O:23])[O:18][C:19]([CH3:22])([CH3:21])[CH3:20])=[O:8])=[CH:5][CH:4]=1)=O.COC1C=C(OC)C=CC=1[CH2:30][NH2:31].[CH3:38][O:39][C:40]1[CH:45]=[CH:44][C:43]([N+:46]#[C-:47])=[CH:42][CH:41]=1.[C:48]([OH:56])(=O)[C:49]1[CH:54]=[CH:53][CH:52]=[CH:51][CH:50]=1.C([OH:62])C(F)(F)F. Given the product [C:48]([NH:31][CH:30]([C:3]1[CH:4]=[CH:5][C:6]([C:7]([NH:9][C:10]2[CH:15]=[CH:14][CH:13]=[CH:12][C:11]=2[NH:16][C:17](=[O:23])[O:18][C:19]([CH3:20])([CH3:21])[CH3:22])=[O:8])=[CH:24][CH:25]=1)[C:47]([NH:46][C:43]1[CH:44]=[CH:45][C:40]([O:39][CH3:38])=[CH:41][CH:42]=1)=[O:62])(=[O:56])[C:49]1[CH:54]=[CH:53][CH:52]=[CH:51][CH:50]=1, predict the reactants needed to synthesize it.